This data is from Catalyst prediction with 721,799 reactions and 888 catalyst types from USPTO. The task is: Predict which catalyst facilitates the given reaction. (1) Reactant: [C:1]([C:3]1[CH:8]=[CH:7][C:6]([OH:9])=[CH:5][CH:4]=1)#[N:2].Br[CH2:11][C:12]([O:14][CH3:15])=[O:13].C([O-])([O-])=O.[K+].[K+]. Product: [C:1]([C:3]1[CH:8]=[CH:7][C:6]([O:9][CH2:11][C:12]([O:14][CH3:15])=[O:13])=[CH:5][CH:4]=1)#[N:2]. The catalyst class is: 23. (2) Reactant: CC[C@H]1[C@H]2C[C@H]([C@H](OC3C4C(=CC=CC=4)C(O[C@H](C4C=CN=C5C=4C=C(OC)C=C5)[C@@H]4N5C[C@H](CC)[C@@H](CC5)C4)=NN=3)C3C=CN=C4C=3C=C([O:22]C)C=C4)N(CC2)C1.[Cl:59][C:60]1[CH:65]=[CH:64][C:63]([C:66]2[C:75]3[C:70](=[CH:71][CH:72]=[CH:73][CH:74]=3)[CH:69]=[C:68](C)[C:67]=2C=C)=[CH:62][CH:61]=1.S([O-])([O-])=O.[Na+].[Na+].[C:85]([OH:89])(C)([CH3:87])[CH3:86]. Product: [Cl:59][C:60]1[CH:65]=[CH:64][C:63]([C:66]2[C:75]3[C:70](=[CH:71][CH:72]=[CH:73][CH:74]=3)[CH:69]=[C:68]([CH3:67])[C:86]=2[C@H:85]([OH:89])[CH2:87][OH:22])=[CH:62][CH:61]=1. The catalyst class is: 46. (3) Reactant: [CH2:1]([N:8]1[CH2:12][CH2:11][CH:10]([N:13]([CH3:35])[C:14](=O)[CH:15]([NH:20][C:21]([NH:23][C:24]2[CH:29]=[CH:28][CH:27]=[C:26]([C:30]([F:33])([F:32])[F:31])[CH:25]=2)=[O:22])[C:16]([CH3:19])([CH3:18])[CH3:17])[CH2:9]1)[C:2]1[CH:7]=[CH:6][CH:5]=[CH:4][CH:3]=1.B.C1COCC1.Cl.[OH-].[Na+]. Product: [NH3:8].[CH2:1]([N:8]1[CH2:12][CH2:11][CH:10]([N:13]([CH2:14][CH:15]([NH:20][C:21]([NH:23][C:24]2[CH:29]=[CH:28][CH:27]=[C:26]([C:30]([F:31])([F:32])[F:33])[CH:25]=2)=[O:22])[C:16]([CH3:19])([CH3:18])[CH3:17])[CH3:35])[CH2:9]1)[C:2]1[CH:3]=[CH:4][CH:5]=[CH:6][CH:7]=1. The catalyst class is: 1. (4) Reactant: CO[C:3]([C@@:5]1([CH3:25])[C@H:9]([O:10][Si:11]([C:14]([CH3:17])([CH3:16])[CH3:15])([CH3:13])[CH3:12])[CH2:8][CH2:7][N:6]1[C:18](OC(C)(C)C)=[O:19])=[O:4].CCN(C(C)C)C(C)C.[Cl:35][C:36]1[C:43]([CH3:44])=[C:42]([N:45]=C=O)[CH:41]=[CH:40][C:37]=1[C:38]#[N:39].C1CCN2C(=NCCC2)CC1. Product: [Si:11]([O:10][C@H:9]1[C@@:5]2([CH3:25])[N:6]([C:18](=[O:19])[N:45]([C:42]3[CH:41]=[CH:40][C:37]([C:38]#[N:39])=[C:36]([Cl:35])[C:43]=3[CH3:44])[C:3]2=[O:4])[CH2:7][CH2:8]1)([C:14]([CH3:15])([CH3:17])[CH3:16])([CH3:13])[CH3:12]. The catalyst class is: 157. (5) Reactant: [S:1]1[CH:5]=[CH:4][N:3]=[C:2]1[NH2:6].[F:7][C:8]([F:29])([F:28])[O:9][C:10]1[CH:11]=[C:12]([C:16]2[N:20]3[N:21]=[C:22]([C:25](O)=[O:26])[CH:23]=[CH:24][C:19]3=[N:18][N:17]=2)[CH:13]=[CH:14][CH:15]=1.CN(C(ON1N=NC2C=CC=NC1=2)=[N+](C)C)C.F[P-](F)(F)(F)(F)F.C(N(CC)C(C)C)(C)C. Product: [S:1]1[CH:5]=[CH:4][N:3]=[C:2]1[NH:6][C:25]([C:22]1[CH:23]=[CH:24][C:19]2[N:20]([C:16]([C:12]3[CH:13]=[CH:14][CH:15]=[C:10]([O:9][C:8]([F:28])([F:7])[F:29])[CH:11]=3)=[N:17][N:18]=2)[N:21]=1)=[O:26]. The catalyst class is: 35. (6) Reactant: [N+:1]([C:4]1[CH:9]=[CH:8][C:7]([CH2:10][CH2:11][N:12]2[C:20]3[N:19]=[C:18]([CH2:21][C:22]4[S:23][CH:24]=[CH:25][CH:26]=4)[NH:17][C:16]=3[C:15](=[O:27])[N:14]([CH2:28][CH2:29][CH3:30])[C:13]2=[O:31])=[CH:6][CH:5]=1)([O-])=O.O.NN.[H][H]. Product: [NH2:1][C:4]1[CH:5]=[CH:6][C:7]([CH2:10][CH2:11][N:12]2[C:20]3[N:19]=[C:18]([CH2:21][C:22]4[S:23][CH:24]=[CH:25][CH:26]=4)[NH:17][C:16]=3[C:15](=[O:27])[N:14]([CH2:28][CH2:29][CH3:30])[C:13]2=[O:31])=[CH:8][CH:9]=1. The catalyst class is: 45. (7) Reactant: [CH2:1]([C:3]1([CH2:28][CH3:29])[C:11]2[C:6](=[CH:7][C:8]([N+:23]([O-])=O)=[C:9]([NH:12][C:13](=O)[C:14]3[CH:19]=[CH:18][C:17]([O:20][CH3:21])=[CH:16][CH:15]=3)[CH:10]=2)[N:5]([CH3:26])[C:4]1=[O:27])[CH3:2]. Product: [CH2:1]([C:3]1([CH2:28][CH3:29])[C:11]2[CH:10]=[C:9]3[NH:12][C:13]([C:14]4[CH:19]=[CH:18][C:17]([O:20][CH3:21])=[CH:16][CH:15]=4)=[N:23][C:8]3=[CH:7][C:6]=2[N:5]([CH3:26])[C:4]1=[O:27])[CH3:2]. The catalyst class is: 181. (8) Reactant: C[Mg]Br.Br[C:5]1[CH:6]=[C:7]([C:18]#[N:19])[N:8]([NH:10][C:11](=[O:17])[O:12][C:13]([CH3:16])([CH3:15])[CH3:14])[CH:9]=1.C([Li])CCC.CCCCCC.[CH2:31]=[O:32]. Product: [C:18]([C:7]1[N:8]([NH:10][C:11](=[O:17])[O:12][C:13]([CH3:16])([CH3:15])[CH3:14])[CH:9]=[C:5]([CH2:31][OH:32])[CH:6]=1)#[N:19]. The catalyst class is: 1.